This data is from Forward reaction prediction with 1.9M reactions from USPTO patents (1976-2016). The task is: Predict the product of the given reaction. (1) Given the reactants [OH:1][C:2]12[C:13]3[C:8](=[C:9]([N+:14]([O-])=O)[CH:10]=[CH:11][CH:12]=3)[C:7](=[O:17])[C:6]1([NH:18][C:19]([C:21]1[C:22]3[C:27]([N:28]=[C:29]4[C:34]=1[CH:33]=[CH:32][CH:31]=[CH:30]4)=[CH:26][CH:25]=[CH:24][CH:23]=3)=[O:20])[C:5]1[CH:35]=[CH:36][C:37]([CH:39]([CH3:41])[CH3:40])=[CH:38][C:4]=1[O:3]2.C(O)C, predict the reaction product. The product is: [NH2:14][C:9]1[CH:10]=[CH:11][CH:12]=[C:13]2[C:8]=1[C:7](=[O:17])[C:6]1([NH:18][C:19]([C:21]3[C:22]4[C:27]([N:28]=[C:29]5[C:34]=3[CH:33]=[CH:32][CH:31]=[CH:30]5)=[CH:26][CH:25]=[CH:24][CH:23]=4)=[O:20])[C:5]3[CH:35]=[CH:36][C:37]([CH:39]([CH3:40])[CH3:41])=[CH:38][C:4]=3[O:3][C:2]12[OH:1]. (2) Given the reactants [CH3:1][O:2][C:3]1[CH:12]=[C:11]2[C:6]([C:7]([NH:13][CH3:14])=[N:8][CH:9]=[N:10]2)=[CH:5][C:4]=1[NH:15][C:16]([C@@H:18]1[CH2:22][CH2:21][CH2:20][N:19]1[C:23]([O:25][C:26]([CH3:29])([CH3:28])[CH3:27])=[O:24])=[O:17].[CH2:30]([N:37]=[C:38]=[O:39])[C:31]1[CH:36]=[CH:35][CH:34]=[CH:33][CH:32]=1, predict the reaction product. The product is: [CH2:30]([NH:37][C:38](=[O:39])[N:13]([C:7]1[C:6]2[C:11](=[CH:12][C:3]([O:2][CH3:1])=[C:4]([NH:15][C:16]([C@@H:18]3[CH2:22][CH2:21][CH2:20][N:19]3[C:23]([O:25][C:26]([CH3:27])([CH3:28])[CH3:29])=[O:24])=[O:17])[CH:5]=2)[N:10]=[CH:9][N:8]=1)[CH3:14])[C:31]1[CH:36]=[CH:35][CH:34]=[CH:33][CH:32]=1. (3) The product is: [F:20][C:18]([F:19])([F:21])[CH2:17][CH2:16][CH2:15][CH:14]([C:11]1[CH:10]=[CH:9][C:8]([C:7]([NH:6][CH2:5][CH2:4][C:3]([OH:2])=[O:39])=[O:38])=[CH:13][CH:12]=1)[O:22][C:23]1[CH:28]=[CH:27][C:26]([C:41]2[CH:46]=[CH:45][C:44]([C:47]([F:49])([F:50])[F:48])=[C:43]([F:51])[CH:42]=2)=[CH:25][CH:24]=1. Given the reactants C[O:2][C:3](=[O:39])[CH2:4][CH2:5][NH:6][C:7](=[O:38])[C:8]1[CH:13]=[CH:12][C:11]([CH:14]([O:22][C:23]2[CH:28]=[CH:27][C:26](B3OC(C)(C)C(C)(C)O3)=[CH:25][CH:24]=2)[CH2:15][CH2:16][CH2:17][C:18]([F:21])([F:20])[F:19])=[CH:10][CH:9]=1.Br[C:41]1[CH:46]=[CH:45][C:44]([C:47]([F:50])([F:49])[F:48])=[C:43]([F:51])[CH:42]=1, predict the reaction product. (4) The product is: [I:20][C:16]1[CH:17]=[CH:18][CH:19]=[C:2]([CH3:1])[C:3]=1[C:4]([NH:6][C:7]1[CH:12]=[CH:11][CH:10]=[CH:9][C:8]=1[S:13]([CH3:15])=[O:14])=[O:5]. Given the reactants [CH3:1][C:2]1[CH:19]=[CH:18][CH:17]=[CH:16][C:3]=1[C:4]([NH:6][C:7]1[CH:12]=[CH:11][CH:10]=[CH:9][C:8]=1[S:13]([CH3:15])=[O:14])=[O:5].[I:20]N1C(C)(C)C(=O)N(I)C1=O, predict the reaction product. (5) Given the reactants [N+](C1C=CC([N:10]([C:14]2[S:15][C:16]([CH:19]([CH3:21])[CH3:20])=[CH:17][N:18]=2)[C:11](=[O:13])[O-])=CC=1)([O-])=O.[I:22][C:23]1[CH:24]=[C:25]([CH:27]=[CH:28][CH:29]=1)[NH2:26], predict the reaction product. The product is: [CH:19]([C:16]1[S:15][C:14]([NH:10][C:11]([NH:26][C:25]2[CH:27]=[CH:28][CH:29]=[C:23]([I:22])[CH:24]=2)=[O:13])=[N:18][CH:17]=1)([CH3:20])[CH3:21].